From a dataset of Forward reaction prediction with 1.9M reactions from USPTO patents (1976-2016). Predict the product of the given reaction. (1) The product is: [CH:13]1([CH2:12][CH2:11][C:10]([O:16][CH2:17][C:18]2[CH:19]=[CH:20][CH:21]=[CH:22][CH:23]=2)=[O:15])[CH2:1][CH2:14]1. Given the reactants [CH3:1]N(N=O)C(N)=O.[OH-].[Na+].[C:10]([O:16][CH2:17][C:18]1[CH:23]=[CH:22][CH:21]=[CH:20][CH:19]=1)(=[O:15])[CH2:11][CH2:12][CH:13]=[CH2:14].C(O)(=O)C, predict the reaction product. (2) Given the reactants [CH3:1][N:2]1[CH2:7][CH2:6][CH:5]([O:8][CH:9]([C:19]2[CH:24]=[CH:23][CH:22]=[C:21]([S:25][CH2:26][CH2:27][CH2:28][C:29]3[N:30]=[CH:31][N:32](C(C4C=CC=CC=4)(C4C=CC=CC=4)C4C=CC=CC=4)[CH:33]=3)[CH:20]=2)[C:10]2[NH:14][C:13]3[CH:15]=[CH:16][CH:17]=[CH:18][C:12]=3[N:11]=2)[CH2:4][CH2:3]1.C1(O)C=CC=CC=1.Cl[Si](C)(C)C, predict the reaction product. The product is: [N:32]1[CH:33]=[C:29]([CH2:28][CH2:27][CH2:26][S:25][C:21]2[CH:20]=[C:19]([CH:9]([O:8][CH:5]3[CH2:4][CH2:3][N:2]([CH3:1])[CH2:7][CH2:6]3)[C:10]3[NH:11][C:12]4[CH:18]=[CH:17][CH:16]=[CH:15][C:13]=4[N:14]=3)[CH:24]=[CH:23][CH:22]=2)[NH:30][CH:31]=1. (3) Given the reactants [NH2:1][C:2]1[CH:3]=[N:4][C:5]2[C:10]([C:11]=1[NH:12][CH2:13][C:14]([CH3:25])([CH3:24])[CH2:15][NH:16][C:17](=[O:23])[O:18][C:19]([CH3:22])([CH3:21])[CH3:20])=[CH:9][CH:8]=[CH:7][CH:6]=2.[C:26](N1C=CN=C1)(N1C=CN=C1)=[S:27], predict the reaction product. The product is: [CH3:24][C:14]([CH3:25])([CH2:13][N:12]1[C:11]2[C:10]3[CH:9]=[CH:8][CH:7]=[CH:6][C:5]=3[N:4]=[CH:3][C:2]=2[NH:1][C:26]1=[S:27])[CH2:15][NH:16][C:17](=[O:23])[O:18][C:19]([CH3:20])([CH3:22])[CH3:21]. (4) Given the reactants [CH:1]1([N:5]2[CH2:11][CH2:10][C:9]3[CH:12]=[CH:13][C:14]([NH:16][C:17]([C:19]4[N:20]=[CH:21][C:22]([C:25]([OH:27])=O)=[N:23][CH:24]=4)=[O:18])=[CH:15][C:8]=3[CH2:7][CH2:6]2)[CH2:4][CH2:3][CH2:2]1.[CH3:28][NH2:29], predict the reaction product. The product is: [CH:1]1([N:5]2[CH2:11][CH2:10][C:9]3[CH:12]=[CH:13][C:14]([NH:16][C:17]([C:19]4[CH:24]=[N:23][C:22]([C:25]([NH:29][CH3:28])=[O:27])=[CH:21][N:20]=4)=[O:18])=[CH:15][C:8]=3[CH2:7][CH2:6]2)[CH2:2][CH2:3][CH2:4]1. (5) Given the reactants [H-].[Na+].[Cl:3][C:4]1[CH:9]=[CH:8][CH:7]=[C:6]([Cl:10])[C:5]=1[CH:11]([OH:14])[CH2:12][CH3:13].F[C:16]1[CH:21]=[CH:20][C:19]([N+:22]([O-:24])=[O:23])=[CH:18][CH:17]=1, predict the reaction product. The product is: [Cl:3][C:4]1[CH:9]=[CH:8][CH:7]=[C:6]([Cl:10])[C:5]=1[CH:11]([O:14][C:16]1[CH:21]=[CH:20][C:19]([N+:22]([O-:24])=[O:23])=[CH:18][CH:17]=1)[CH2:12][CH3:13]. (6) Given the reactants [Cl:1][C:2]1[CH:18]=[CH:17][C:5]([CH2:6][NH:7][C:8]([NH:10][N:11]([CH2:13][C:14]([OH:16])=O)[CH3:12])=[O:9])=[CH:4][CH:3]=1.[NH2:19][C@@H:20]([CH2:44][C:45]([NH:47][C:48]([C:61]1[CH:66]=[CH:65][CH:64]=[CH:63][CH:62]=1)([C:55]1[CH:60]=[CH:59][CH:58]=[CH:57][CH:56]=1)[C:49]1[CH:54]=[CH:53][CH:52]=[CH:51][CH:50]=1)=[O:46])[C:21]([N:23]([C@@H:35]([CH3:43])[CH:36]([O:40][CH2:41][CH3:42])[O:37][CH2:38][CH3:39])[CH2:24][C:25]1[C:34]2[C:29](=[CH:30][CH:31]=[CH:32][CH:33]=2)[CH:28]=[CH:27][CH:26]=1)=[O:22], predict the reaction product. The product is: [Cl:1][C:2]1[CH:3]=[CH:4][C:5]([CH2:6][NH:7][C:8](=[O:9])[NH:10][N:11]([CH2:13][C:14]([NH:19][C@@H:20]([CH2:44][C:45](=[O:46])[NH:47][C:48]([C:49]2[CH:50]=[CH:51][CH:52]=[CH:53][CH:54]=2)([C:55]2[CH:56]=[CH:57][CH:58]=[CH:59][CH:60]=2)[C:61]2[CH:62]=[CH:63][CH:64]=[CH:65][CH:66]=2)[C:21]([N:23]([C@@H:35]([CH3:43])[CH:36]([O:37][CH2:38][CH3:39])[O:40][CH2:41][CH3:42])[CH2:24][C:25]2[C:34]3[C:29](=[CH:30][CH:31]=[CH:32][CH:33]=3)[CH:28]=[CH:27][CH:26]=2)=[O:22])=[O:16])[CH3:12])=[CH:17][CH:18]=1.